This data is from Peptide-MHC class I binding affinity with 185,985 pairs from IEDB/IMGT. The task is: Regression. Given a peptide amino acid sequence and an MHC pseudo amino acid sequence, predict their binding affinity value. This is MHC class I binding data. (1) The peptide sequence is QVPLRPMTFK. The MHC is HLA-A01:01 with pseudo-sequence HLA-A01:01. The binding affinity (normalized) is 0. (2) The peptide sequence is GVSGLYIPGT. The MHC is HLA-A02:03 with pseudo-sequence HLA-A02:03. The binding affinity (normalized) is 0.291. (3) The peptide sequence is MMWEINGPK. The MHC is HLA-A02:03 with pseudo-sequence HLA-A02:03. The binding affinity (normalized) is 0.0847.